This data is from Retrosynthesis with 50K atom-mapped reactions and 10 reaction types from USPTO. The task is: Predict the reactants needed to synthesize the given product. Given the product CC(=O)N1C(=O)C(=O)c2ccccc21, predict the reactants needed to synthesize it. The reactants are: CC(=O)OC(C)=O.O=C1Nc2ccccc2C1=O.